This data is from NCI-60 drug combinations with 297,098 pairs across 59 cell lines. The task is: Regression. Given two drug SMILES strings and cell line genomic features, predict the synergy score measuring deviation from expected non-interaction effect. (1) Drug 1: CCCS(=O)(=O)NC1=C(C(=C(C=C1)F)C(=O)C2=CNC3=C2C=C(C=N3)C4=CC=C(C=C4)Cl)F. Drug 2: C1CNP(=O)(OC1)N(CCCl)CCCl. Cell line: NCI/ADR-RES. Synergy scores: CSS=-2.41, Synergy_ZIP=2.42, Synergy_Bliss=2.38, Synergy_Loewe=-0.730, Synergy_HSA=-1.58. (2) Drug 1: CC1C(C(CC(O1)OC2CC(CC3=C2C(=C4C(=C3O)C(=O)C5=C(C4=O)C(=CC=C5)OC)O)(C(=O)CO)O)N)O. Drug 2: CN1C(=O)N2C=NC(=C2N=N1)C(=O)N. Cell line: NCI-H460. Synergy scores: CSS=61.5, Synergy_ZIP=-0.0187, Synergy_Bliss=-0.779, Synergy_Loewe=-1.52, Synergy_HSA=3.38.